From a dataset of Catalyst prediction with 721,799 reactions and 888 catalyst types from USPTO. Predict which catalyst facilitates the given reaction. (1) Reactant: [C:1]([O:4][C:5]1[CH:6]=[C:7]([CH:11]=[CH:12][C:13]=1[O:14][CH3:15])[C:8]([OH:10])=O)(=[O:3])[CH3:2].Cl.[CH3:17][O:18][C:19]([C:21]1([NH2:28])[CH2:27][CH2:26][CH2:25][CH2:24][CH2:23][CH2:22]1)=[O:20].[B-](F)(F)(F)F.CCOC(C(C#N)=NOC(N(C)C)=[N+](C)C)=O.O. Product: [CH3:17][O:18][C:19]([C:21]1([NH:28][C:8](=[O:10])[C:7]2[CH:11]=[CH:12][C:13]([O:14][CH3:15])=[C:5]([O:4][C:1](=[O:3])[CH3:2])[CH:6]=2)[CH2:22][CH2:23][CH2:24][CH2:25][CH2:26][CH2:27]1)=[O:20]. The catalyst class is: 3. (2) Reactant: Cl[C:2]1[CH:7]=[CH:6][N:5]=[C:4]([NH:8][C:9]2[CH:10]=[C:11]([CH:16]=[CH:17][CH:18]=2)[C:12]([NH:14][CH3:15])=[O:13])[CH:3]=1.CCN(C(C)C)C(C)C.[F:28][C:29]1[CH:39]=[C:38]([Cl:40])[CH:37]=[CH:36][C:30]=1[O:31][CH:32]1[CH2:35][NH:34][CH2:33]1. Product: [Cl:40][C:38]1[CH:37]=[CH:36][C:30]([O:31][CH:32]2[CH2:35][N:34]([C:2]3[CH:7]=[CH:6][N:5]=[C:4]([NH:8][C:9]4[CH:10]=[C:11]([CH:16]=[CH:17][CH:18]=4)[C:12]([NH:14][CH3:15])=[O:13])[CH:3]=3)[CH2:33]2)=[C:29]([F:28])[CH:39]=1. The catalyst class is: 32.